From a dataset of Full USPTO retrosynthesis dataset with 1.9M reactions from patents (1976-2016). Predict the reactants needed to synthesize the given product. (1) Given the product [CH2:22]=[C:23]1[CH2:25][CH:31]([C:33]([O:35][CH2:36][CH3:37])=[O:34])[CH2:24]1, predict the reactants needed to synthesize it. The reactants are: BrP(C)(C1C=CC=CC=1)(C1C=CC=CC=1)C1C=CC=CC=1.[CH3:22][C:23]([O-])([CH3:25])[CH3:24].[K+].O=C1C[CH:31]([C:33]([O:35][CH2:36][CH3:37])=[O:34])C1. (2) Given the product [CH:28]1([CH2:31][S:32]([N:16]2[CH2:17][CH2:18][N:13]([C:7]3([CH2:6][NH:5][C:3](=[O:4])[C:2]([F:19])([F:1])[F:20])[CH2:12][CH2:11][CH2:10][CH2:9][CH2:8]3)[CH2:14][CH2:15]2)(=[O:34])=[O:33])[CH2:30][CH2:29]1, predict the reactants needed to synthesize it. The reactants are: [F:1][C:2]([F:20])([F:19])[C:3]([NH:5][CH2:6][C:7]1([N:13]2[CH2:18][CH2:17][NH:16][CH2:15][CH2:14]2)[CH2:12][CH2:11][CH2:10][CH2:9][CH2:8]1)=[O:4].CCN(CC)CC.[CH:28]1([CH2:31][S:32](Cl)(=[O:34])=[O:33])[CH2:30][CH2:29]1. (3) Given the product [Si:1]([O:8][CH2:9][C@@H:10]1[C@@H:14]([O:15][Si:16]([CH:20]([CH3:22])[CH3:21])([CH:17]([CH3:19])[CH3:18])[CH:23]([CH3:24])[CH3:25])[CH2:13][C@H:12]([NH2:26])[CH2:11]1)([C:4]([CH3:5])([CH3:6])[CH3:7])([CH3:3])[CH3:2], predict the reactants needed to synthesize it. The reactants are: [Si:1]([O:8][CH2:9][C@@H:10]1[C@@H:14]([O:15][Si:16]([CH:23]([CH3:25])[CH3:24])([CH:20]([CH3:22])[CH3:21])[CH:17]([CH3:19])[CH3:18])[CH2:13][C@H:12]([NH:26]C(=O)OC(C)(C)C)[CH2:11]1)([C:4]([CH3:7])([CH3:6])[CH3:5])([CH3:3])[CH3:2].CCO. (4) Given the product [Cl:19][C:9]1[C:3]2[S:4][C:5]([S:7][CH3:8])=[CH:6][C:2]=2[N:1]=[CH:14][N:16]=1, predict the reactants needed to synthesize it. The reactants are: [NH2:1][C:2]1[CH:6]=[C:5]([S:7][CH3:8])[S:4][C:3]=1[C:9](OCC)=O.[CH:14]([NH2:16])=O.P(Cl)(Cl)([Cl:19])=O.